From a dataset of Full USPTO retrosynthesis dataset with 1.9M reactions from patents (1976-2016). Predict the reactants needed to synthesize the given product. (1) The reactants are: [CH3:1][O:2][C:3]1[CH:4]=[C:5]([CH:10]=[C:11]([S:13]([F:18])([F:17])([F:16])([F:15])[F:14])[CH:12]=1)[C:6](OC)=[O:7].Cl.[CH3:20][NH:21][O:22][CH3:23].C([Mg]Br)(C)C. Given the product [CH3:1][O:2][C:3]1[CH:4]=[C:5]([CH:10]=[C:11]([S:13]([F:16])([F:18])([F:17])([F:14])[F:15])[CH:12]=1)[C:6]([N:21]([O:22][CH3:23])[CH3:20])=[O:7], predict the reactants needed to synthesize it. (2) Given the product [CH2:29]([NH:36][C:2]1[CH:7]=[C:6]([O:8][C:9]2[CH:10]=[CH:11][C:12]([NH:15][C:16]([NH:18][C:19]3[CH:24]=[CH:23][C:22]([C:25]([CH3:28])([CH3:26])[CH3:27])=[CH:21][CH:20]=3)=[O:17])=[CH:13][CH:14]=2)[N:5]=[CH:4][N:3]=1)[C:30]1[CH:35]=[CH:34][CH:33]=[CH:32][CH:31]=1, predict the reactants needed to synthesize it. The reactants are: Cl[C:2]1[CH:7]=[C:6]([O:8][C:9]2[CH:14]=[CH:13][C:12]([NH:15][C:16]([NH:18][C:19]3[CH:24]=[CH:23][C:22]([C:25]([CH3:28])([CH3:27])[CH3:26])=[CH:21][CH:20]=3)=[O:17])=[CH:11][CH:10]=2)[N:5]=[CH:4][N:3]=1.[CH2:29]([NH2:36])[C:30]1[CH:35]=[CH:34][CH:33]=[CH:32][CH:31]=1. (3) Given the product [Cl:1][C:2]1[CH:10]=[CH:9][CH:8]=[CH:7][C:3]=1[C:4]([NH:17][CH2:16][CH:15]([C:18]1[CH:19]=[N:20][C:21]([CH:24]([F:26])[F:25])=[CH:22][CH:23]=1)[CH2:14][CH:11]1[CH2:12][CH2:13]1)=[O:6], predict the reactants needed to synthesize it. The reactants are: [Cl:1][C:2]1[CH:10]=[CH:9][CH:8]=[CH:7][C:3]=1[C:4]([OH:6])=O.[CH:11]1([CH2:14][CH:15]([C:18]2[CH:19]=[N:20][C:21]([CH:24]([F:26])[F:25])=[CH:22][CH:23]=2)[CH2:16][NH2:17])[CH2:13][CH2:12]1. (4) Given the product [NH2:1][C:2]1[C:10]2[CH2:9][CH2:8][N:7]([C:11]3[CH:16]=[CH:15][CH:14]=[CH:13][CH:12]=3)[C:6](=[O:17])[C:5]=2[N:4]([C:18](=[O:21])[CH2:26][CH2:27][N:29]2[CH2:34][CH2:33][N:32]([C:35]3[CH:40]=[CH:39][C:38]([CH3:41])=[CH:37][C:36]=3[CH3:42])[CH2:31][CH2:30]2)[N:3]=1, predict the reactants needed to synthesize it. The reactants are: [NH2:1][C:2]1[C:10]2[CH2:9][CH2:8][N:7]([C:11]3[CH:16]=[CH:15][CH:14]=[CH:13][CH:12]=3)[C:6](=[O:17])[C:5]=2[NH:4][N:3]=1.[C:18](=[O:21])([O-])[O-].[K+].[K+].ClC[CH2:26][C:27]([N:29]1[CH2:34][CH2:33][N:32]([C:35]2[CH:40]=[CH:39][C:38]([CH3:41])=[CH:37][C:36]=2[CH3:42])[CH2:31][CH2:30]1)=O. (5) The reactants are: [Si]([O:8][CH:9]1[CH2:14][CH2:13][CH:12]([C:15]2[N:16]=[N:17][N:18]3[C:23]=2[C:22]2[CH:24]=[CH:25][NH:26][C:21]=2[N:20]=[CH:19]3)[CH2:11][CH2:10]1)(C(C)(C)C)(C)C.C1(C)C=CC(S([O-])(=O)=O)=CC=1.[NH+]1C=CC=CC=1. Given the product [C:15]1([CH:12]2[CH2:11][CH2:10][CH:9]([OH:8])[CH2:14][CH2:13]2)[N:16]=[N:17][N:18]2[C:23]=1[C:22]1[CH:24]=[CH:25][NH:26][C:21]=1[N:20]=[CH:19]2, predict the reactants needed to synthesize it. (6) Given the product [Cl:1][C:2]1[C:7]([C:8]([F:10])([F:11])[F:9])=[CH:6][CH:5]=[CH:4][C:3]=1[CH2:12][C:13]1[NH:17][CH2:16][CH2:15][N:14]=1, predict the reactants needed to synthesize it. The reactants are: [Cl:1][C:2]1[C:7]([C:8]([F:11])([F:10])[F:9])=[CH:6][CH:5]=[CH:4][C:3]=1[CH2:12][C:13]#[N:14].[CH2:15](N)[CH2:16][NH2:17].